Dataset: Forward reaction prediction with 1.9M reactions from USPTO patents (1976-2016). Task: Predict the product of the given reaction. (1) Given the reactants [Cl:1][C:2]1[N:7]=[CH:6][C:5]([C:8]2[CH:13]=[CH:12][C:11]([Cl:14])=[CH:10][CH:9]=2)=[CH:4][N:3]=1.[CH:15]([N:18]1[CH2:23][CH2:22][NH:21][CH2:20][CH2:19]1)([CH3:17])[CH3:16], predict the reaction product. The product is: [ClH:1].[ClH:1].[Cl:14][C:11]1[CH:12]=[CH:13][C:8]([C:5]2[CH:4]=[N:3][C:2]([N:21]3[CH2:22][CH2:23][N:18]([CH:15]([CH3:17])[CH3:16])[CH2:19][CH2:20]3)=[N:7][CH:6]=2)=[CH:9][CH:10]=1. (2) Given the reactants [CH3:1][O:2][C:3]1[CH:40]=[CH:39][C:6]([CH2:7][N:8]([CH2:30][C:31]2[CH:36]=[CH:35][C:34]([O:37][CH3:38])=[CH:33][CH:32]=2)[C:9]2[N:14]=[CH:13][C:12]([C:15]3[C:16]4[CH2:29][CH2:28][NH:27][C:17]=4[N:18]=[C:19]([N:21]4[CH2:26][CH2:25][O:24][CH2:23][CH2:22]4)[N:20]=3)=[CH:11][N:10]=2)=[CH:5][CH:4]=1.[H-].[Na+].[CH2:43](I)[CH3:44], predict the reaction product. The product is: [CH2:43]([N:27]1[C:17]2[N:18]=[C:19]([N:21]3[CH2:26][CH2:25][O:24][CH2:23][CH2:22]3)[N:20]=[C:15]([C:12]3[CH:11]=[N:10][C:9]([N:8]([CH2:7][C:6]4[CH:5]=[CH:4][C:3]([O:2][CH3:1])=[CH:40][CH:39]=4)[CH2:30][C:31]4[CH:32]=[CH:33][C:34]([O:37][CH3:38])=[CH:35][CH:36]=4)=[N:14][CH:13]=3)[C:16]=2[CH2:29][CH2:28]1)[CH3:44]. (3) Given the reactants [OH:1][C@@H:2]1[CH2:7][CH2:6][CH2:5][CH2:4][C@H:3]1[NH:8][C:9]([C:11]1[C:15]2=[N:16][CH:17]=[CH:18][CH:19]=[C:14]2[NH:13][CH:12]=1)=[O:10].[OH-].[K+].O.Br[CH2:24][C:25]1[CH:30]=[CH:29][C:28]([N:31]2[CH:35]=[CH:34][CH:33]=[N:32]2)=[CH:27][CH:26]=1, predict the reaction product. The product is: [N:31]1([C:28]2[CH:29]=[CH:30][C:25]([CH2:24][N:13]3[C:14]4[C:15](=[N:16][CH:17]=[CH:18][CH:19]=4)[C:11]([C:9]([NH:8][C@@H:3]4[CH2:4][CH2:5][CH2:6][CH2:7][C@H:2]4[OH:1])=[O:10])=[CH:12]3)=[CH:26][CH:27]=2)[CH:35]=[CH:34][CH:33]=[N:32]1.